Dataset: Peptide-MHC class II binding affinity with 134,281 pairs from IEDB. Task: Regression. Given a peptide amino acid sequence and an MHC pseudo amino acid sequence, predict their binding affinity value. This is MHC class II binding data. (1) The peptide sequence is KLIEKINAGFKAALAAAAGV. The MHC is HLA-DPA10103-DPB10401 with pseudo-sequence HLA-DPA10103-DPB10401. The binding affinity (normalized) is 0.304. (2) The peptide sequence is KQELDEISTNIRQAG. The MHC is DRB1_1501 with pseudo-sequence DRB1_1501. The binding affinity (normalized) is 0.0564. (3) The peptide sequence is AFSPEVIPMFSALSEGA. The MHC is DRB1_0701 with pseudo-sequence DRB1_0701. The binding affinity (normalized) is 0.307. (4) The peptide sequence is EKKYFAATEFEPLAA. The MHC is DRB1_0701 with pseudo-sequence DRB1_0701. The binding affinity (normalized) is 0.690. (5) The peptide sequence is CFWSTLFYVSSIFLH. The MHC is DRB1_0101 with pseudo-sequence DRB1_0101. The binding affinity (normalized) is 0.882. (6) The peptide sequence is SKLKLLKGSETTVTE. The MHC is H-2-IAb with pseudo-sequence H-2-IAb. The binding affinity (normalized) is 0.362. (7) The peptide sequence is FEAAFNDAIKASTGG. The MHC is HLA-DQA10104-DQB10503 with pseudo-sequence HLA-DQA10104-DQB10503. The binding affinity (normalized) is 0.638. (8) The peptide sequence is KGKSAWYVDTEIINE. The MHC is DRB1_0901 with pseudo-sequence DRB1_0901. The binding affinity (normalized) is 0.489. (9) The peptide sequence is YPWDRIEEVTRMAMT. The MHC is HLA-DQA10601-DQB10402 with pseudo-sequence HLA-DQA10601-DQB10402. The binding affinity (normalized) is 0.288. (10) The peptide sequence is ECQVQTAVDFGNSYI. The MHC is DRB1_1302 with pseudo-sequence DRB1_1302. The binding affinity (normalized) is 0.267.